Dataset: Full USPTO retrosynthesis dataset with 1.9M reactions from patents (1976-2016). Task: Predict the reactants needed to synthesize the given product. (1) Given the product [CH2:3]([NH:5][C:6](=[O:27])[NH:7][C:8]1[CH:18]=[C:17]([NH:19][CH2:20][C:21]2[CH:22]=[N:23][CH:24]=[CH:25][CH:26]=2)[C:11]([C:12]([OH:14])=[O:13])=[CH:10][N:9]=1)[CH3:4], predict the reactants needed to synthesize it. The reactants are: [OH-].[Li+].[CH2:3]([NH:5][C:6](=[O:27])[NH:7][C:8]1[CH:18]=[C:17]([NH:19][CH2:20][C:21]2[CH:22]=[N:23][CH:24]=[CH:25][CH:26]=2)[C:11]([C:12]([O:14]CC)=[O:13])=[CH:10][N:9]=1)[CH3:4].Cl. (2) Given the product [C:11]1([C:14]2[CH:15]=[CH:16][CH:17]=[CH:18][CH:19]=2)[CH:12]=[CH:13][C:8]([C:5]([F:6])([F:7])[C:4]([OH:20])=[O:3])=[CH:9][CH:10]=1, predict the reactants needed to synthesize it. The reactants are: C([O:3][C:4](=[O:20])[C:5]([C:8]1[CH:13]=[CH:12][C:11]([C:14]2[CH:19]=[CH:18][CH:17]=[CH:16][CH:15]=2)=[CH:10][CH:9]=1)([F:7])[F:6])C.C([O-])([O-])=O.[K+].[K+].Cl. (3) The reactants are: [C:1]([C:3]1[C:8]2[N:9]([CH2:12][C:13]([OH:15])=O)[CH:10]=[N:11][C:7]=2[CH:6]=[CH:5][CH:4]=1)#[N:2].[NH2:16][CH:17]([C:19]1[CH:24]=[CH:23][C:22]([C:25]([CH3:29])([CH3:28])[C:26]#[N:27])=[CH:21][C:20]=1[CH3:30])[CH3:18].CN(C(ON1N=NC2C=CC=NC1=2)=[N+](C)C)C.F[P-](F)(F)(F)(F)F. Given the product [C:1]([C:3]1[C:8]2[N:9]([CH2:12][C:13]([NH:16][CH:17]([C:19]3[CH:24]=[CH:23][C:22]([C:25]([C:26]#[N:27])([CH3:29])[CH3:28])=[CH:21][C:20]=3[CH3:30])[CH3:18])=[O:15])[CH:10]=[N:11][C:7]=2[CH:6]=[CH:5][CH:4]=1)#[N:2], predict the reactants needed to synthesize it.